Dataset: Catalyst prediction with 721,799 reactions and 888 catalyst types from USPTO. Task: Predict which catalyst facilitates the given reaction. Reactant: [CH:1]1[C:14]2[NH:13][C:12]3[C:7](=[CH:8][CH:9]=[CH:10][CH:11]=3)[S:6][C:5]=2[CH:4]=[CH:3][CH:2]=1.[NH2:15][C:16]1[C:17]([S:26]([OH:29])(=[O:28])=[O:27])=[CH:18][CH:19]=[C:20]([S:22]([OH:25])(=[O:24])=[O:23])[CH:21]=1.[OH-].[Na+:31].C1C2NC3C(=CC=CC=3)SC=2C=CC=1.NC1C=CC=CC=1.[S:53]([O:57][O:58][S:59]([O-:62])(=[O:61])=[O:60])([O-:56])(=[O:55])=[O:54].[Na+].[Na+]. Product: [S:26]([C:17]1[CH:18]=[CH:19][C:20]([S:22]([OH:25])(=[O:23])=[O:24])=[CH:21][C:16]=1[N:15]=[C:3]1[CH:4]=[C:5]2[C:14](=[N:13][C:12]3[C:7]([S:6]2)=[CH:8][CH:9]=[CH:10][CH:11]=3)[CH:1]=[CH:2]1)([OH:29])(=[O:27])=[O:28].[S:53]([O:57][O:58][S:59]([O-:62])(=[O:61])=[O:60])([O-:56])(=[O:55])=[O:54].[Na+:31].[Na+:31]. The catalyst class is: 132.